The task is: Predict the product of the given reaction.. This data is from Forward reaction prediction with 1.9M reactions from USPTO patents (1976-2016). (1) Given the reactants C([Li])CCC.[CH:6]1([CH2:9][O:10][C:11]2[CH:16]=[CH:15][C:14](I)=[CH:13][CH:12]=2)[CH2:8][CH2:7]1.[B:18](OC)([O:21]C)[O:19]C, predict the reaction product. The product is: [CH:6]1([CH2:9][O:10][C:11]2[CH:16]=[CH:15][C:14]([B:18]([OH:21])[OH:19])=[CH:13][CH:12]=2)[CH2:8][CH2:7]1. (2) Given the reactants [Cl:1][C:2]1[N:7]=[C:6]([C:8]2[S:12][C:11]([CH3:13])=[N:10][C:9]=2[C:14]2[CH:19]=[CH:18][CH:17]=[C:16]([N+:20]([O-])=O)[CH:15]=2)[CH:5]=[CH:4][N:3]=1, predict the reaction product. The product is: [Cl:1][C:2]1[N:7]=[C:6]([C:8]2[S:12][C:11]([CH3:13])=[N:10][C:9]=2[C:14]2[CH:15]=[C:16]([NH2:20])[CH:17]=[CH:18][CH:19]=2)[CH:5]=[CH:4][N:3]=1. (3) Given the reactants [OH:1][CH2:2][CH:3]([CH2:5][OH:6])[OH:4].[C:7]([O:17][CH3:18])(=O)[CH2:8][CH2:9][CH2:10][CH2:11][CH2:12][CH2:13][CH2:14][CH3:15], predict the reaction product. The product is: [CH2:7]([O:1][CH2:2][CH:3]([CH2:5][OH:6])[OH:4])[CH2:8][CH2:9][CH2:10][CH2:11][CH2:12][CH2:13][CH2:14][CH3:15].[CH3:2][CH2:18][O:17][CH2:7][CH3:8]. (4) Given the reactants C1CCC(N=C=NC2CCCCC2)CC1.C1C=CC2N(O)N=NC=2C=1.Cl.[C:27]1([CH:33]([N:37]2[CH2:42][CH2:41][S:40][CH2:39][CH2:38]2)[C:34]([OH:36])=[O:35])[CH:32]=[CH:31][CH:30]=[CH:29][CH:28]=1.[N:43]12[CH2:50][CH2:49][CH:46]([CH2:47][CH2:48]1)[C@@H:45](O)[CH2:44]2, predict the reaction product. The product is: [C:27]1([CH:33]([N:37]2[CH2:38][CH2:39][S:40][CH2:41][CH2:42]2)[C:34]([O:36][C@@H:45]2[CH:46]3[CH2:49][CH2:50][N:43]([CH2:48][CH2:47]3)[CH2:44]2)=[O:35])[CH:32]=[CH:31][CH:30]=[CH:29][CH:28]=1. (5) Given the reactants Br[C:2]1[C:6]2=[N:7][C:8]([C:11]([O:13][CH2:14][CH3:15])=[O:12])=[CH:9][CH:10]=[C:5]2[O:4][CH:3]=1.[CH3:16][S:17][C:18]1[CH:23]=[CH:22][C:21](B(O)O)=[CH:20][CH:19]=1, predict the reaction product. The product is: [CH3:16][S:17][C:18]1[CH:23]=[CH:22][C:21]([C:2]2[C:6]3=[N:7][C:8]([C:11]([O:13][CH2:14][CH3:15])=[O:12])=[CH:9][CH:10]=[C:5]3[O:4][CH:3]=2)=[CH:20][CH:19]=1. (6) Given the reactants [C:1]1([S:7]([N:10]2[C:14]3=[N:15][CH:16]=[C:17]([N+:20]([O-:22])=[O:21])[C:18](Cl)=[C:13]3[CH:12]=[CH:11]2)(=[O:9])=[O:8])[CH:6]=[CH:5][CH:4]=[CH:3][CH:2]=1.[NH2:23][CH:24]1[CH2:32][CH:31]2[CH:27]([CH2:28][C:29](=[O:44])[N:30]2[CH2:33][C:34]2[CH:39]=[CH:38][C:37]([O:40][CH3:41])=[CH:36][C:35]=2[O:42][CH3:43])[CH2:26][CH2:25]1.C(N(C(C)C)CC)(C)C, predict the reaction product. The product is: [C:1]1([S:7]([N:10]2[C:14]3=[N:15][CH:16]=[C:17]([N+:20]([O-:22])=[O:21])[C:18]([NH:23][CH:24]4[CH2:32][CH:31]5[CH:27]([CH2:28][C:29](=[O:44])[N:30]5[CH2:33][C:34]5[CH:39]=[CH:38][C:37]([O:40][CH3:41])=[CH:36][C:35]=5[O:42][CH3:43])[CH2:26][CH2:25]4)=[C:13]3[CH:12]=[CH:11]2)(=[O:9])=[O:8])[CH:6]=[CH:5][CH:4]=[CH:3][CH:2]=1.